Dataset: Reaction yield outcomes from USPTO patents with 853,638 reactions. Task: Predict the reaction yield, written as a fraction of the theoretical maximum amount of product (1.0 means a 100% yield; for example, 0.34 means a 34% yield). (1) The reactants are [C:1]([O:5][C:6]([N:8]([CH2:13][C:14]1[CH:15]=[C:16]([CH:23]=[CH:24][C:25]=1[O:26][CH2:27][CH2:28][N:29]1[CH2:34][CH2:33][O:32][CH2:31][CH2:30]1)[C:17]([O:19]CC=C)=[O:18])[S:9]([CH3:12])(=[O:11])=[O:10])=[O:7])([CH3:4])([CH3:3])[CH3:2].N1CCCCC1.[NH4+].[Cl-].C(OCC)(=O)C. The catalyst is C1COCC1. The product is [C:1]([O:5][C:6]([N:8]([CH2:13][C:14]1[CH:15]=[C:16]([CH:23]=[CH:24][C:25]=1[O:26][CH2:27][CH2:28][N:29]1[CH2:30][CH2:31][O:32][CH2:33][CH2:34]1)[C:17]([OH:19])=[O:18])[S:9]([CH3:12])(=[O:11])=[O:10])=[O:7])([CH3:4])([CH3:2])[CH3:3]. The yield is 0.503. (2) The reactants are [F:1][C:2]1[CH:3]=[C:4]([CH:27]=[CH:28][CH:29]=1)[O:5][CH2:6][C:7]1[CH:16]=[CH:15][C:14]2[C:13](=[O:17])[N:12](CC3C=CC(OC)=CC=3)[CH2:11][CH2:10][C:9]=2[N:8]=1.O.[N+]([O-])([O-])=O.[NH4+].[Ce].S(NN)(C1C=CC(C)=CC=1)(=O)=O. The catalyst is CC#N. The product is [F:1][C:2]1[CH:3]=[C:4]([CH:27]=[CH:28][CH:29]=1)[O:5][CH2:6][C:7]1[CH:16]=[CH:15][C:14]2[C:13](=[O:17])[NH:12][CH2:11][CH2:10][C:9]=2[N:8]=1. The yield is 0.760. (3) The reactants are [C:1]1([CH:7]=[CH:8][C:9](=[O:18])[CH:10]=[CH:11][C:12]2[CH:17]=[CH:16][CH:15]=[CH:14][CH:13]=2)[CH:6]=[CH:5][CH:4]=[CH:3][CH:2]=1.[CH3:19][NH2:20].O. The catalyst is CN(C)C=O. The product is [C:1]1([CH:7]2[CH2:8][C:9](=[O:18])[CH2:10][CH:11]([C:12]3[CH:13]=[CH:14][CH:15]=[CH:16][CH:17]=3)[N:20]2[CH3:19])[CH:6]=[CH:5][CH:4]=[CH:3][CH:2]=1. The yield is 0.600.